This data is from Full USPTO retrosynthesis dataset with 1.9M reactions from patents (1976-2016). The task is: Predict the reactants needed to synthesize the given product. (1) Given the product [Cl:1][C:2]1[CH:3]=[CH:4][C:5]([O:25][CH3:26])=[C:6]([C@@:8]2([F:24])[C:16]3[C:11](=[CH:12][C:13]([C:17]([F:19])([F:18])[F:20])=[CH:14][CH:15]=3)[N:10]([CH2:21][O:37][CH:36]3[C@H:35]([O:34][CH2:27][C:28]4[CH:29]=[CH:30][CH:31]=[CH:32][CH:33]=4)[C@@H:41]([O:42][CH2:43][C:44]4[CH:49]=[CH:48][CH:47]=[CH:46][CH:45]=4)[C@@H:40]([O:50][CH2:51][C:52]4[CH:53]=[CH:54][CH:55]=[CH:56][CH:57]=4)[C@@H:39]([CH2:58][O:59][CH2:60][C:61]4[CH:62]=[CH:63][CH:64]=[CH:65][CH:66]=4)[O:38]3)[C:9]2=[O:23])[CH:7]=1, predict the reactants needed to synthesize it. The reactants are: [Cl:1][C:2]1[CH:3]=[CH:4][C:5]([O:25][CH3:26])=[C:6]([C@@:8]2([F:24])[C:16]3[C:11](=[CH:12][C:13]([C:17]([F:20])([F:19])[F:18])=[CH:14][CH:15]=3)[N:10]([CH2:21]Cl)[C:9]2=[O:23])[CH:7]=1.[CH2:27]([O:34][C@@H:35]1[C@@H:41]([O:42][CH2:43][C:44]2[CH:49]=[CH:48][CH:47]=[CH:46][CH:45]=2)[C@H:40]([O:50][CH2:51][C:52]2[CH:57]=[CH:56][CH:55]=[CH:54][CH:53]=2)[C@@H:39]([CH2:58][O:59][CH2:60][C:61]2[CH:66]=[CH:65][CH:64]=[CH:63][CH:62]=2)[O:38][CH:36]1[OH:37])[C:28]1[CH:33]=[CH:32][CH:31]=[CH:30][CH:29]=1.C(=O)([O-])[O-].[Cs+].[Cs+]. (2) Given the product [Br:11][C:9]1[CH:8]=[C:4]([C:5]2[O:7][C:14]3[CH:15]=[CH:16][CH:17]=[CH:18][C:13]=3[N:12]=2)[CH:3]=[C:2]([Br:1])[CH:10]=1, predict the reactants needed to synthesize it. The reactants are: [Br:1][C:2]1[CH:3]=[C:4]([CH:8]=[C:9]([Br:11])[CH:10]=1)[C:5]([OH:7])=O.[NH2:12][C:13]1[CH:18]=[CH:17][CH:16]=[CH:15][C:14]=1O. (3) Given the product [F:14][C:15]([F:25])([F:26])[C:16]1[CH:17]=[C:18]([NH:22][C:23]([N:7]2[CH2:8][CH2:9][CH2:10][CH2:11][C:5]3[CH:4]=[C:3]([O:2][CH3:1])[CH:13]=[CH:12][C:6]2=3)=[O:24])[CH:19]=[CH:20][CH:21]=1, predict the reactants needed to synthesize it. The reactants are: [CH3:1][O:2][C:3]1[CH:13]=[CH:12][C:6]2[NH:7][CH2:8][CH2:9][CH2:10][CH2:11][C:5]=2[CH:4]=1.[F:14][C:15]([F:26])([F:25])[C:16]1[CH:17]=[C:18]([N:22]=[C:23]=[O:24])[CH:19]=[CH:20][CH:21]=1.CCCCCC. (4) Given the product [F:52][C:49]([F:50])([F:51])[S:46]([N:43]1[CH2:44][CH2:45][CH:40]([C:38]2[S:39][C:35]([C:32]3[CH:33]=[CH:34][C:29]([NH2:26])=[CH:30][CH:31]=3)=[CH:36][N:37]=2)[CH2:41][CH2:42]1)(=[O:47])=[O:48], predict the reactants needed to synthesize it. The reactants are: CC1OC(CC2CCC(C3SC(C4C=CC(N)=CC=4)=CN=3)CC2)=NN=1.[N+:26]([C:29]1[CH:34]=[CH:33][C:32]([C:35]2[S:39][C:38]([CH:40]3[CH2:45][CH2:44][N:43]([S:46]([C:49]([F:52])([F:51])[F:50])(=[O:48])=[O:47])[CH2:42][CH2:41]3)=[N:37][CH:36]=2)=[CH:31][CH:30]=1)([O-])=O. (5) Given the product [Cl:7][C:6]1[S:5][C:4]([S:8]([NH:11][C:12]2[CH:21]=[CH:20][C:15]([C:16]([O:18][CH3:19])=[O:17])=[C:14]([OH:22])[CH:13]=2)(=[O:10])=[O:9])=[CH:3][C:2]=1[C:26]1[CH:25]=[C:24]([F:23])[CH:29]=[CH:28][C:27]=1[O:33][CH3:34], predict the reactants needed to synthesize it. The reactants are: Br[C:2]1[CH:3]=[C:4]([S:8]([NH:11][C:12]2[CH:21]=[CH:20][C:15]([C:16]([O:18][CH3:19])=[O:17])=[C:14]([OH:22])[CH:13]=2)(=[O:10])=[O:9])[S:5][C:6]=1[Cl:7].[F:23][C:24]1[CH:25]=[CH:26][C:27]([O:33][CH3:34])=[C:28](B(O)O)[CH:29]=1. (6) Given the product [ClH:10].[CH3:1][C@H:2]1[CH2:6][CH2:5][NH:4][C@@H:3]1[CH2:7][OH:8], predict the reactants needed to synthesize it. The reactants are: [CH3:1][C@H:2]1[CH2:6][CH2:5][NH:4][C@@H:3]1[C:7](O)=[O:8].[ClH:10].O[C@H]1CCN[C@@H]1C(OCC)=O.C[C@H]1CCN(C(OC(C)(C)C)=O)[C@@H]1C(OCC)=O.